Dataset: Full USPTO retrosynthesis dataset with 1.9M reactions from patents (1976-2016). Task: Predict the reactants needed to synthesize the given product. Given the product [CH3:1][C:2]1[C:3]([Se:16][C:17]2[CH:27]=[CH:26][C:20]([C:21]([OH:23])=[O:22])=[CH:19][N:18]=2)=[CH:4][C:5]2[C:6]([CH3:15])([CH3:14])[CH2:7][CH2:8][C:9]([CH3:12])([CH3:13])[C:10]=2[CH:11]=1, predict the reactants needed to synthesize it. The reactants are: [CH3:1][C:2]1[C:3]([Se:16][C:17]2[CH:27]=[CH:26][C:20]([C:21]([O:23]CC)=[O:22])=[CH:19][N:18]=2)=[CH:4][C:5]2[C:6]([CH3:15])([CH3:14])[CH2:7][CH2:8][C:9]([CH3:13])([CH3:12])[C:10]=2[CH:11]=1.[OH-].[Na+].